Dataset: Full USPTO retrosynthesis dataset with 1.9M reactions from patents (1976-2016). Task: Predict the reactants needed to synthesize the given product. (1) Given the product [CH2:13]([C:17]1[N:18]=[CH:19][N:20]([CH2:39][C:40]2[CH:45]=[CH:44][C:43]([F:46])=[CH:42][CH:41]=2)[C:21](=[O:38])[C:22]=1[CH2:23][C:24]1[CH:25]=[CH:26][C:27]([C:30]2[CH:35]=[CH:34][CH:33]=[CH:32][C:31]=2[C:36]2[NH:3][C:4](=[O:7])[O:5][N:37]=2)=[CH:28][CH:29]=1)[CH2:14][CH2:15][CH3:16], predict the reactants needed to synthesize it. The reactants are: [Cl-].O[NH3+:3].[C:4](=[O:7])([O-])[OH:5].[Na+].CS(C)=O.[CH2:13]([C:17]1[N:18]=[CH:19][N:20]([CH2:39][C:40]2[CH:45]=[CH:44][C:43]([F:46])=[CH:42][CH:41]=2)[C:21](=[O:38])[C:22]=1[CH2:23][C:24]1[CH:29]=[CH:28][C:27]([C:30]2[C:31]([C:36]#[N:37])=[CH:32][CH:33]=[CH:34][CH:35]=2)=[CH:26][CH:25]=1)[CH2:14][CH2:15][CH3:16]. (2) Given the product [C:28]1([C:34]2[C:42]3[C:37](=[CH:38][CH:39]=[CH:40][CH:41]=3)[N:36]([S:43]([C:46]3[CH:47]=[CH:48][C:49]([C:50]([NH:8][CH2:12][CH:13]4[CH2:14][CH2:15][O:55][CH2:56]4)=[O:51])=[CH:53][CH:54]=3)(=[O:45])=[O:44])[CH:35]=2)[CH:33]=[CH:32][CH:31]=[CH:30][CH:29]=1, predict the reactants needed to synthesize it. The reactants are: F[P-](F)(F)(F)(F)F.[N:8]1(O[P+](N(C)C)(N(C)C)N(C)C)[C:12]2[CH:13]=[CH:14][CH:15]=CC=2N=N1.[C:28]1([C:34]2[C:42]3[C:37](=[CH:38][CH:39]=[CH:40][CH:41]=3)[N:36]([S:43]([C:46]3[CH:54]=[CH:53][C:49]([C:50](O)=[O:51])=[CH:48][CH:47]=3)(=[O:45])=[O:44])[CH:35]=2)[CH:33]=[CH:32][CH:31]=[CH:30][CH:29]=1.[O:55]1CCC(NC)[CH2:56]1.C(N(CC)CC)C. (3) The reactants are: C(OC([N:8]([CH2:28][C:29]1[S:33][C:32]([C:34]([O:36][CH2:37]C)=[O:35])=[N:31][N:30]=1)[C:9]1[CH:14]=[C:13]([O:15][CH2:16][C@H:17]2[CH2:19][C@@H:18]2[C:20]2[CH:25]=[CH:24][C:23]([CH3:26])=[CH:22][N:21]=2)[N:12]=[C:11]([CH3:27])[N:10]=1)=O)(C)(C)C. Given the product [CH3:27][C:11]1[N:10]=[C:9]([NH:8][CH2:28][C:29]2[S:33][C:32]([C:34]([O:36][CH3:37])=[O:35])=[N:31][N:30]=2)[CH:14]=[C:13]([O:15][CH2:16][C@H:17]2[CH2:19][C@@H:18]2[C:20]2[CH:25]=[CH:24][C:23]([CH3:26])=[CH:22][N:21]=2)[N:12]=1, predict the reactants needed to synthesize it. (4) Given the product [CH3:1][O:2][C:3]([NH:5][C@H:6]([C:58]1[CH:59]=[CH:60][CH:61]=[CH:62][CH:63]=1)[C:7]([N:9]1[CH2:13][CH2:12][CH2:11][C@H:10]1[C:14]1[NH:18][C:17]2[C:19]3[C:24]([CH2:25][CH2:26][C:16]=2[N:15]=1)=[CH:23][C:22]([C:27]1[CH:28]=[C:29]2[C:34](=[CH:35][CH:36]=1)[CH:33]=[C:32]([C:37]1[NH:41][C:40]([C@@H:42]4[CH2:46][CH2:45][CH2:44][N:43]4[C:47](=[O:57])[C@@H:48]([NH:52][C:53](=[O:56])[O:54][CH3:55])[CH:49]4[CH2:51][CH2:93][O:92][CH2:91][CH2:50]4)=[N:39][CH:38]=1)[CH:31]=[CH:30]2)=[CH:21][CH:20]=3)=[O:8])=[O:4], predict the reactants needed to synthesize it. The reactants are: [CH3:1][O:2][C:3]([NH:5][C@H:6]([C:58]1[CH:63]=[CH:62][CH:61]=[CH:60][CH:59]=1)[C:7]([N:9]1[CH2:13][CH2:12][CH2:11][C@H:10]1[C:14]1[NH:18][C:17]2[C:19]3[C:24]([CH2:25][CH2:26][C:16]=2[N:15]=1)=[CH:23][C:22]([C:27]1[CH:28]=[C:29]2[C:34](=[CH:35][CH:36]=1)[CH:33]=[C:32]([C:37]1[NH:41][C:40]([C@@H:42]4[CH2:46][CH2:45][CH2:44][N:43]4[C:47](=[O:57])[C@@H:48]([NH:52][C:53](=[O:56])[O:54][CH3:55])[CH:49]([CH3:51])[CH3:50])=[N:39][CH:38]=1)[CH:31]=[CH:30]2)=[CH:21][CH:20]=3)=[O:8])=[O:4].BrC1C=C2C(=CC=1)C=C(C1NC([C@@H]3CCCN3C(=O)[C@@H](N[C:91](=O)[O:92][CH3:93])C(C)C)=NC=1)C=C2. (5) Given the product [CH2:1]([N:8]1[C:12]2[CH:13]=[C:14]([F:18])[C:15]([F:17])=[CH:16][C:11]=2[N:10]=[C:9]1[C:19]1[C:20]([O:25][CH2:26][CH:27]2[CH2:32][CH2:31]2)=[N:21][CH:22]=[CH:23][CH:24]=1)[C:2]1[CH:3]=[CH:4][CH:5]=[CH:6][CH:7]=1, predict the reactants needed to synthesize it. The reactants are: [CH2:1]([N:8]1[C:12]2[CH:13]=[C:14]([F:18])[C:15]([F:17])=[CH:16][C:11]=2[N:10]=[C:9]1[C:19]1[C:20]([O:25][CH2:26][C:27]2[CH:32]=[CH:31]C=CC=2Cl)=[N:21][CH:22]=[CH:23][CH:24]=1)[C:2]1[CH:7]=[CH:6][CH:5]=[CH:4][CH:3]=1.C1(CO)CC1.